From a dataset of Reaction yield outcomes from USPTO patents with 853,638 reactions. Predict the reaction yield, written as a fraction of the theoretical maximum amount of product (1.0 means a 100% yield; for example, 0.34 means a 34% yield). (1) The reactants are [C:1]([C:3]1[CH:8]=[CH:7][C:6]([CH2:9][CH2:10][CH:11]([CH2:21][OH:22])[CH2:12][CH2:13][CH2:14][CH2:15][C:16]([O:18][CH2:19][CH3:20])=[O:17])=[CH:5][CH:4]=1)#[N:2].[Cr](Cl)([O-])(=O)=O.[NH+]1C=CC=CC=1. The catalyst is ClCCl. The product is [C:1]([C:3]1[CH:4]=[CH:5][C:6]([CH2:9][CH2:10][CH:11]([CH:21]=[O:22])[CH2:12][CH2:13][CH2:14][CH2:15][C:16]([O:18][CH2:19][CH3:20])=[O:17])=[CH:7][CH:8]=1)#[N:2]. The yield is 0.690. (2) The reactants are [CH:1]([O:4][C:5]([N:7]1[CH:12]([CH2:13][CH3:14])[CH2:11][CH:10]([N:15]([C:22](=O)[C:23]2[CH:28]=[C:27]([C:29]([F:32])([F:31])[F:30])[CH:26]=[C:25]([C:33]([F:36])([F:35])[F:34])[CH:24]=2)[C:16]2[N:20]=[CH:19][N:18]([CH3:21])[N:17]=2)[CH2:9][CH:8]1[CH2:38][CH3:39])=[O:6])([CH3:3])[CH3:2].CO. The product is [CH:1]([O:4][C:5]([N:7]1[CH:8]([CH2:38][CH3:39])[CH2:9][CH:10]([N:15]([CH2:22][C:23]2[CH:24]=[C:25]([C:33]([F:36])([F:34])[F:35])[CH:26]=[C:27]([C:29]([F:30])([F:31])[F:32])[CH:28]=2)[C:16]2[N:20]=[CH:19][N:18]([CH3:21])[N:17]=2)[CH2:11][CH:12]1[CH2:13][CH3:14])=[O:6])([CH3:3])[CH3:2]. The catalyst is C1COCC1. The yield is 0.270. (3) The reactants are Cl.[CH3:2][NH:3][CH2:4][C:5]([O:7][CH2:8][C:9]#[N:10])=[O:6].C(N(CC)CC)C.[C:18](Cl)(=[O:23])[CH2:19][CH2:20][CH:21]=[CH2:22]. The catalyst is ClCCl. The product is [CH3:2][N:3]([CH2:4][C:5]([O:7][CH2:8][C:9]#[N:10])=[O:6])[C:18](=[O:23])[CH2:19][CH2:20][CH:21]=[CH2:22]. The yield is 0.880. (4) The product is [Cl:1][C:2]1[CH:3]=[C:4]([C:9]2([CH2:15][NH:18][CH3:17])[CH2:14][CH2:13][CH2:12][CH2:11][CH2:10]2)[CH:5]=[CH:6][C:7]=1[F:8]. The reactants are [Cl:1][C:2]1[CH:3]=[C:4]([C:9]2([CH:15]=O)[CH2:14][CH2:13][CH2:12][CH2:11][CH2:10]2)[CH:5]=[CH:6][C:7]=1[F:8].[CH3:17][NH2:18]. The yield is 0.550. No catalyst specified. (5) No catalyst specified. The yield is 0.450. The reactants are [CH:1]1([NH2:5])[CH2:4][CH2:3][CH2:2]1.[CH3:6][C:7]1[O:11][N:10]=[C:9]([C:12]2[CH:17]=[CH:16][CH:15]=[CH:14][CH:13]=2)[C:8]=1[C:18]1[N:19]=[CH:20][N:21]([C:23]2[CH:24]=[C:25]([CH:29]=[CH:30][CH:31]=2)[C:26](O)=[O:27])[CH:22]=1. The product is [CH:1]1([NH:5][C:26](=[O:27])[C:25]2[CH:29]=[CH:30][CH:31]=[C:23]([N:21]3[CH:22]=[C:18]([C:8]4[C:9]([C:12]5[CH:17]=[CH:16][CH:15]=[CH:14][CH:13]=5)=[N:10][O:11][C:7]=4[CH3:6])[N:19]=[CH:20]3)[CH:24]=2)[CH2:4][CH2:3][CH2:2]1. (6) The reactants are [F:1][C:2]([F:19])([F:18])[CH2:3][CH2:4][NH:5][CH2:6][C:7]1[CH:12]=[CH:11][C:10]([F:13])=[CH:9][C:8]=1[C:14]([F:17])([F:16])[F:15].[Li+].C[Si]([N-][Si](C)(C)C)(C)C.[Br:30][C:31]1[CH:36]=[CH:35][C:34](F)=[C:33]([N+:38]([O-:40])=[O:39])[CH:32]=1. The catalyst is O1CCCC1. The product is [Br:30][C:31]1[CH:36]=[CH:35][C:34]([N:5]([CH2:6][C:7]2[CH:12]=[CH:11][C:10]([F:13])=[CH:9][C:8]=2[C:14]([F:16])([F:15])[F:17])[CH2:4][CH2:3][C:2]([F:1])([F:18])[F:19])=[C:33]([N+:38]([O-:40])=[O:39])[CH:32]=1. The yield is 0.470. (7) The reactants are [F:1][C:2]1[C:10]([F:11])=[CH:9][CH:8]=[CH:7][C:3]=1[C:4]([OH:6])=[O:5].[I:12]N1C(=O)CCC1=O.S([O-])([O-])=O.[Na+].[Na+]. The catalyst is FC(F)(F)S(O)(=O)=O. The product is [F:1][C:2]1[C:10]([F:11])=[CH:9][C:8]([I:12])=[CH:7][C:3]=1[C:4]([OH:6])=[O:5]. The yield is 0.840.